From a dataset of Human intestinal absorption (HIA) binary classification data from Hou et al.. Regression/Classification. Given a drug SMILES string, predict its absorption, distribution, metabolism, or excretion properties. Task type varies by dataset: regression for continuous measurements (e.g., permeability, clearance, half-life) or binary classification for categorical outcomes (e.g., BBB penetration, CYP inhibition). Dataset: hia_hou. (1) The drug is O=C(NCCN1CCOCC1)c1ccc(Cl)cc1. The result is 1 (good absorption). (2) The drug is CCCCc1nc(Cl)c(CO)n1Cc1ccc(-c2ccccc2-c2nnn[nH]2)cc1. The result is 1 (good absorption). (3) The drug is O=C1NNC(=O)C1(c1ccccc1)c1ccccc1. The result is 1 (good absorption). (4) The molecule is CC(C)=CCC1C(=O)N(c2ccccc2)N(c2ccccc2)C1=O. The result is 1 (good absorption).